From a dataset of Full USPTO retrosynthesis dataset with 1.9M reactions from patents (1976-2016). Predict the reactants needed to synthesize the given product. Given the product [F:32][C:29]([F:30])([F:31])[C:24]1[CH:25]=[CH:26][CH:27]=[CH:28][C:23]=1[C:20]1[O:19][C:18]([C:13]23[CH2:14][CH2:15][C:10]([CH2:9][CH2:8][CH2:7][C:2](=[O:3])[CH3:1])([CH2:11][CH2:12]2)[CH2:17][CH2:16]3)=[N:22][N:21]=1, predict the reactants needed to synthesize it. The reactants are: [CH3:1][C:2]1([CH2:7][CH2:8][CH2:9][C:10]23[CH2:17][CH2:16][C:13]([C:18]4[O:19][C:20]([C:23]5[CH:28]=[CH:27][CH:26]=[CH:25][C:24]=5[C:29]([F:32])([F:31])[F:30])=[N:21][N:22]=4)([CH2:14][CH2:15]2)[CH2:12][CH2:11]3)OCC[O:3]1.C1(C)C=CC(S(O)(=O)=O)=CC=1.